Task: Predict the reaction yield, written as a fraction of the theoretical maximum amount of product (1.0 means a 100% yield; for example, 0.34 means a 34% yield).. Dataset: Reaction yield outcomes from USPTO patents with 853,638 reactions (1) The reactants are [Cl:1][C:2]1[CH:9]=[CH:8][C:7]([N+:10]([O-:12])=[O:11])=[CH:6][C:3]=1[CH:4]=O.[CH3:13][NH2:14].[BH4-].[Na+].[CH3:17][C:18]([O:21][C:22]([O:24]C(OC(C)(C)C)=O)=O)([CH3:20])[CH3:19]. The catalyst is CO. The product is [Cl:1][C:2]1[CH:9]=[CH:8][C:7]([N+:10]([O-:12])=[O:11])=[CH:6][C:3]=1[CH2:4][N:14]([CH3:13])[C:22](=[O:24])[O:21][C:18]([CH3:20])([CH3:19])[CH3:17]. The yield is 0.830. (2) The reactants are [N:1]1([C:7]([O:9][C:10]([CH3:13])([CH3:12])[CH3:11])=[O:8])[CH2:6][CH2:5][NH:4][CH2:3][CH2:2]1.C(O[C:17]1(O[Si](C)(C)C)[CH2:19][CH2:18]1)C.C(O)(=O)C.C([BH3-])#N.[Na+]. The catalyst is O1CCCC1.CO. The product is [CH:17]1([N:4]2[CH2:5][CH2:6][N:1]([C:7]([O:9][C:10]([CH3:13])([CH3:12])[CH3:11])=[O:8])[CH2:2][CH2:3]2)[CH2:19][CH2:18]1. The yield is 0.683. (3) The reactants are F[C:2]1[CH:3]=[C:4]([C:11]2[CH:16]=[CH:15][C:14]([NH2:17])=[C:13]([N+:18]([O-:20])=[O:19])[CH:12]=2)[CH:5]=[CH:6][C:7]=1[N+:8]([O-:10])=[O:9].C([O-])([O-])=O.[K+].[K+].[CH3:27][NH2:28]. The catalyst is C(Cl)Cl. The product is [CH3:27][NH:28][C:2]1[CH:3]=[C:4]([C:11]2[CH:16]=[CH:15][C:14]([NH2:17])=[C:13]([N+:18]([O-:20])=[O:19])[CH:12]=2)[CH:5]=[CH:6][C:7]=1[N+:8]([O-:10])=[O:9]. The yield is 1.00. (4) The reactants are [N:1]12[CH2:8][CH2:7][CH:4]([CH2:5][CH2:6]1)[CH:3]([O:9][C:10](=[O:23])[NH:11][C:12]([C:15]1[CH:20]=[CH:19][C:18]([F:21])=[C:17](Br)[CH:16]=1)([CH3:14])[CH3:13])[CH2:2]2.[C:24]1(B(O)O)[CH:29]=[CH:28][CH:27]=[CH:26][CH:25]=1. The catalyst is C([O-])(=O)C.[Pd+2].C([O-])(=O)C. The product is [N:1]12[CH2:8][CH2:7][CH:4]([CH2:5][CH2:6]1)[CH:3]([O:9][C:10](=[O:23])[NH:11][C:12]([C:15]1[CH:16]=[C:17]([C:24]3[CH:29]=[CH:28][CH:27]=[CH:26][CH:25]=3)[C:18]([F:21])=[CH:19][CH:20]=1)([CH3:14])[CH3:13])[CH2:2]2. The yield is 0.290. (5) The reactants are [N+:1]([C:4]1[C:9]2[NH:10][C:11]([CH2:20][NH:21][C:22](=[O:24])[CH3:23])([C:14]3[CH:19]=[CH:18][CH:17]=[CH:16][N:15]=3)[CH2:12][O:13][C:8]=2[CH:7]=[CH:6][CH:5]=1)([O-])=O.[H][H]. The catalyst is C(O)C.[Pd]. The product is [NH2:1][C:4]1[C:9]2[NH:10][C:11]([CH2:20][NH:21][C:22](=[O:24])[CH3:23])([C:14]3[CH:19]=[CH:18][CH:17]=[CH:16][N:15]=3)[CH2:12][O:13][C:8]=2[CH:7]=[CH:6][CH:5]=1. The yield is 0.800. (6) The reactants are [CH3:1][N:2]([CH3:31])[C:3]([C:5]1[CH:10]=[CH:9][C:8]([NH:11][C:12]2[N:17]=[CH:16][N:15]=[C:14]([N:18]3[CH2:23][CH2:22][CH:21]([C:24]([O:26]CC)=[O:25])[CH2:20][CH2:19]3)[C:13]=2[F:29])=[C:7]([F:30])[CH:6]=1)=[O:4].C(N(CC)CC)C.CC#N.[Br-].[Li+]. The catalyst is O. The product is [CH3:1][N:2]([CH3:31])[C:3]([C:5]1[CH:10]=[CH:9][C:8]([NH:11][C:12]2[N:17]=[CH:16][N:15]=[C:14]([N:18]3[CH2:19][CH2:20][CH:21]([C:24]([OH:26])=[O:25])[CH2:22][CH2:23]3)[C:13]=2[F:29])=[C:7]([F:30])[CH:6]=1)=[O:4]. The yield is 0.950. (7) The reactants are [F:1][C:2]1[CH:7]=[C:6](I)[CH:5]=[CH:4][C:3]=1[NH2:9].[CH3:10][O:11][CH2:12][CH2:13][OH:14].C(=O)([O-])[O-].[Cs+].[Cs+]. The catalyst is [Cu]I. The product is [F:1][C:2]1[CH:7]=[C:6]([O:14][CH2:13][CH2:12][O:11][CH3:10])[CH:5]=[CH:4][C:3]=1[NH2:9]. The yield is 0.410. (8) The reactants are Cl.[Br:2][C:3]1[CH:11]=[C:10]2[C:6]([CH2:7][CH2:8][NH:9]2)=[CH:5][CH:4]=1.[CH3:12][C:13]([O:16][C:17](O[C:17]([O:16][C:13]([CH3:15])([CH3:14])[CH3:12])=[O:18])=[O:18])([CH3:15])[CH3:14].C([O-])([O-])=O.[K+].[K+]. The catalyst is CO.C(Cl)Cl. The product is [Br:2][C:3]1[CH:11]=[C:10]2[C:6]([CH2:7][CH2:8][N:9]2[C:17]([O:16][C:13]([CH3:15])([CH3:14])[CH3:12])=[O:18])=[CH:5][CH:4]=1. The yield is 0.960.